From a dataset of Forward reaction prediction with 1.9M reactions from USPTO patents (1976-2016). Predict the product of the given reaction. (1) Given the reactants [N+:1]([C:4]1[CH:19]=[CH:18][C:7]2[N:8]=[C:9]([CH2:11][C:12]3[CH:17]=[CH:16][CH:15]=[CH:14][CH:13]=3)[NH:10][C:6]=2[CH:5]=1)([O-])=O.NC1C=C2C(=CC=1)N(CC1C=CC=CC=1)C=C2, predict the reaction product. The product is: [NH2:1][C:4]1[CH:19]=[CH:18][C:7]2[NH:8][C:9]([CH2:11][C:12]3[CH:17]=[CH:16][CH:15]=[CH:14][CH:13]=3)=[N:10][C:6]=2[CH:5]=1. (2) Given the reactants [NH:1]1[C:5]2[CH:6]=[CH:7][CH:8]=[CH:9][C:4]=2[N:3]=[C:2]1[N:10]([CH2:21][C:22]1[CH:30]=[CH:29][C:25]([C:26]([OH:28])=O)=[CH:24][CH:23]=1)[CH:11]1[CH2:16][CH2:15][CH:14]([C:17]([CH3:20])([CH3:19])[CH3:18])[CH2:13][CH2:12]1.O.[NH:32]1[C:36]([NH2:37])=[N:35][N:34]=[N:33]1.C1C=CC2N(O)N=NC=2C=1.C(Cl)CCl.CCN(C(C)C)C(C)C, predict the reaction product. The product is: [NH:1]1[C:5]2[CH:6]=[CH:7][CH:8]=[CH:9][C:4]=2[N:3]=[C:2]1[N:10]([CH2:21][C:22]1[CH:30]=[CH:29][C:25]([C:26]([NH:37][C:36]2[NH:35][N:34]=[N:33][N:32]=2)=[O:28])=[CH:24][CH:23]=1)[CH:11]1[CH2:12][CH2:13][CH:14]([C:17]([CH3:18])([CH3:20])[CH3:19])[CH2:15][CH2:16]1. (3) Given the reactants [CH:1]1([C:7]2[C:8]3[CH:9]=[CH:10][C:11]([C:40](O)=[O:41])=[CH:12][C:13]=3[N:14]3[CH2:20][C:19]([C:21]4[O:25][CH:24]=[N:23][C:22]=4[C:26]([N:28]4[CH2:33][CH2:32][O:31][CH2:30][CH2:29]4)=[O:27])=[CH:18][C:17]4[CH:34]=[C:35]([O:38][CH3:39])[CH:36]=[CH:37][C:16]=4[C:15]=23)[CH2:6][CH2:5][CH2:4][CH2:3][CH2:2]1.C1N=CN(C(N2C=NC=C2)=O)C=1.[CH3:55][N:56]([CH3:61])[S:57]([NH2:60])(=[O:59])=[O:58].C1CCN2C(=NCCC2)CC1, predict the reaction product. The product is: [CH:1]1([C:7]2[C:8]3[CH:9]=[CH:10][C:11]([C:40]([NH:60][S:57](=[O:59])(=[O:58])[N:56]([CH3:61])[CH3:55])=[O:41])=[CH:12][C:13]=3[N:14]3[CH2:20][C:19]([C:21]4[O:25][CH:24]=[N:23][C:22]=4[C:26]([N:28]4[CH2:29][CH2:30][O:31][CH2:32][CH2:33]4)=[O:27])=[CH:18][C:17]4[CH:34]=[C:35]([O:38][CH3:39])[CH:36]=[CH:37][C:16]=4[C:15]=23)[CH2:2][CH2:3][CH2:4][CH2:5][CH2:6]1. (4) Given the reactants [CH:1]([C:4]1[CH:5]=[CH:6][C:7]([O:22][CH3:23])=[C:8]([C:10]2[C:11]([CH:20]=O)=[CH:12][C:13]([C:16]([F:19])([F:18])[F:17])=[CH:14][CH:15]=2)[CH:9]=1)([CH3:3])[CH3:2].[F:24][C:25]([F:39])([F:38])[C:26]1[CH:27]=[C:28]([CH:31]=[C:32]([C:34]([F:37])([F:36])[F:35])[CH:33]=1)[CH2:29][NH2:30].C(O)(=O)C.C(=O)(O)[O-].[Na+], predict the reaction product. The product is: [F:24][C:25]([F:38])([F:39])[C:26]1[CH:27]=[C:28]([CH:31]=[C:32]([C:34]([F:37])([F:35])[F:36])[CH:33]=1)[CH2:29][NH:30][CH2:20][C:11]1[CH:12]=[C:13]([C:16]([F:17])([F:18])[F:19])[CH:14]=[CH:15][C:10]=1[C:8]1[CH:9]=[C:4]([CH:1]([CH3:3])[CH3:2])[CH:5]=[CH:6][C:7]=1[O:22][CH3:23].